This data is from Retrosynthesis with 50K atom-mapped reactions and 10 reaction types from USPTO. The task is: Predict the reactants needed to synthesize the given product. (1) Given the product CCOC(=O)c1c(NCC(=O)c2ccc(C(F)(F)F)cc2)c2c(Cl)cc(Cl)cc2n1C(=O)OC(C)(C)C, predict the reactants needed to synthesize it. The reactants are: CC(C)(C)OC(=O)OC(=O)OC(C)(C)C.CCOC(=O)c1[nH]c2cc(Cl)cc(Cl)c2c1NCC(=O)c1ccc(C(F)(F)F)cc1. (2) Given the product CC(=O)OCc1nn(-c2ccc(C#N)c(NC3CCC(O)CC3)c2)c2c1C(=O)CC(C)(C)C2, predict the reactants needed to synthesize it. The reactants are: CC(=O)OCC(=O)C1C(=O)CC(C)(C)CC1=O.N#Cc1ccc(NN)cc1NC1CCC(O)CC1. (3) The reactants are: CCOC(=O)c1nc(SC)ncc1-c1ccccc1Cl. Given the product CSc1ncc(-c2ccccc2Cl)c(C(=O)O)n1, predict the reactants needed to synthesize it. (4) Given the product Cc1nnc(Cn2nc(C3CC3)c3c([N+](=O)[O-])cccc32)s1, predict the reactants needed to synthesize it. The reactants are: Cc1nnc(Cn2nc(Br)c3c([N+](=O)[O-])cccc32)s1.OB(O)C1CC1.